Dataset: Forward reaction prediction with 1.9M reactions from USPTO patents (1976-2016). Task: Predict the product of the given reaction. Given the reactants [OH:1][C:2]1[N:3]=[C:4]2[CH:12]=[N:11][C:10]([N:13]3[CH2:18][CH2:17][N:16]([C:19]([O:21][C:22]([CH3:25])([CH3:24])[CH3:23])=[O:20])[CH2:15][CH2:14]3)=[CH:9][N:5]2[C:6](=[O:8])[CH:7]=1.[H-].[Na+].C1(N([S:35]([C:38]([F:41])([F:40])[F:39])(=[O:37])=[O:36])[S:35]([C:38]([F:41])([F:40])[F:39])(=[O:37])=[O:36])C=CC=CC=1, predict the reaction product. The product is: [O:8]=[C:6]1[N:5]2[CH:9]=[C:10]([N:13]3[CH2:14][CH2:15][N:16]([C:19]([O:21][C:22]([CH3:25])([CH3:24])[CH3:23])=[O:20])[CH2:17][CH2:18]3)[N:11]=[CH:12][C:4]2=[N:3][C:2]([O:1][S:35]([C:38]([F:41])([F:40])[F:39])(=[O:37])=[O:36])=[CH:7]1.